From a dataset of Catalyst prediction with 721,799 reactions and 888 catalyst types from USPTO. Predict which catalyst facilitates the given reaction. Reactant: [O:1]1[CH2:3][C@H:2]1[CH2:4][N:5]1[C:13]2[C:8](=[CH:9][C:10]([N:14]3[CH:19]=[CH:18][C:17]([C:20]4[CH:25]=[CH:24][C:23]([C:26]([F:29])([F:28])[F:27])=[CH:22][CH:21]=4)=[CH:16][C:15]3=[O:30])=[CH:11][CH:12]=2)[CH:7]=[N:6]1.[NH:31]1[CH2:35][CH2:34][CH2:33][CH2:32]1.[ClH:36]. Product: [ClH:36].[OH:1][C@@H:2]([CH2:3][N:31]1[CH2:35][CH2:34][CH2:33][CH2:32]1)[CH2:4][N:5]1[C:13]2[C:8](=[CH:9][C:10]([N:14]3[CH:19]=[CH:18][C:17]([C:20]4[CH:25]=[CH:24][C:23]([C:26]([F:27])([F:28])[F:29])=[CH:22][CH:21]=4)=[CH:16][C:15]3=[O:30])=[CH:11][CH:12]=2)[CH:7]=[N:6]1. The catalyst class is: 217.